This data is from Full USPTO retrosynthesis dataset with 1.9M reactions from patents (1976-2016). The task is: Predict the reactants needed to synthesize the given product. (1) Given the product [Cl:11][C:12]1[CH:17]=[CH:16][C:15]([C:2]2[CH:7]=[CH:6][C:5]([N+:8]([O-:10])=[O:9])=[CH:4][CH:3]=2)=[CH:14][CH:13]=1, predict the reactants needed to synthesize it. The reactants are: Br[C:2]1[CH:7]=[CH:6][C:5]([N+:8]([O-:10])=[O:9])=[CH:4][CH:3]=1.[Cl:11][C:12]1[CH:17]=[CH:16][C:15](B(O)O)=[CH:14][CH:13]=1. (2) Given the product [NH2:44][C:41]1[S:42][CH:43]=[C:39](/[C:38](=[N:45]/[O:46][C:47]2([C:50]([OH:52])=[O:51])[CH2:49][CH2:48]2)/[C:37]([NH:36][C@@H:35]2[C:34](=[O:54])[N:33]([S:55]([OH:58])(=[O:56])=[O:57])[C@@H:32]2[CH2:31][N:28]2[N:27]=[C:26]([CH2:25][NH:24][C:2](=[NH:1])[NH:5][CH2:6][CH2:7][CH2:8][NH:9][C:10](=[O:16])[O:11][C:12]([CH3:13])([CH3:14])[CH3:15])[CH:30]=[N:29]2)=[O:53])[N:40]=1, predict the reactants needed to synthesize it. The reactants are: [NH:1]=[C:2]([NH:5][CH2:6][CH2:7][CH2:8][NH:9][C:10](=[O:16])[O:11][C:12]([CH3:15])([CH3:14])[CH3:13])SC.C(N(CC)CC)C.[NH2:24][CH2:25][C:26]1[CH:30]=[N:29][N:28]([CH2:31][C@@H:32]2[C@H:35]([NH:36][C:37](=[O:53])/[C:38](=[N:45]\[O:46][C:47]3([C:50]([OH:52])=[O:51])[CH2:49][CH2:48]3)/[C:39]3[N:40]=[C:41]([NH2:44])[S:42][CH:43]=3)[C:34](=[O:54])[N:33]2[S:55]([OH:58])(=[O:57])=[O:56])[N:27]=1.CN(C=O)C.